This data is from Forward reaction prediction with 1.9M reactions from USPTO patents (1976-2016). The task is: Predict the product of the given reaction. (1) Given the reactants [Cl:1][C:2]1[CH:7]=[CH:6][C:5]([C:8]2[N:9]=[CH:10][S:11][C:12]=2[C:13]2[CH:18]=[CH:17][C:16]([Cl:19])=[CH:15][C:14]=2[CH3:20])=[C:4]([CH3:21])[CH:3]=1.C1C(=O)N([Br:29])C(=O)C1.CC([O-])=O.[Na+], predict the reaction product. The product is: [Br:29][C:10]1[S:11][C:12]([C:13]2[CH:18]=[CH:17][C:16]([Cl:19])=[CH:15][C:14]=2[CH3:20])=[C:8]([C:5]2[CH:6]=[CH:7][C:2]([Cl:1])=[CH:3][C:4]=2[CH3:21])[N:9]=1. (2) Given the reactants [C:1]([C:3]1[CH:8]=[CH:7][C:6]([CH:9]([NH:12][C@@H:13]([C:15]([O:17][C:18]([CH3:21])([CH3:20])[CH3:19])=[O:16])[CH3:14])[CH2:10][OH:11])=[CH:5][CH:4]=1)#[N:2].N1C=CN=C1.[Si:27](Cl)([C:30]([CH3:33])([CH3:32])[CH3:31])([CH3:29])[CH3:28].O, predict the reaction product. The product is: [Si:27]([O:11][CH2:10][CH:9]([NH:12][C@@H:13]([C:15]([O:17][C:18]([CH3:20])([CH3:19])[CH3:21])=[O:16])[CH3:14])[C:6]1[CH:7]=[CH:8][C:3]([C:1]#[N:2])=[CH:4][CH:5]=1)([C:30]([CH3:33])([CH3:32])[CH3:31])([CH3:29])[CH3:28]. (3) The product is: [CH3:13][O:14][C:7]1[N:6]=[C:5]([C:3]([OH:2])=[O:4])[CH:10]=[C:9]([CH3:11])[N:8]=1. Given the reactants C[O:2][C:3]([C:5]1[CH:10]=[C:9]([CH3:11])[N:8]=[C:7](Cl)[N:6]=1)=[O:4].[CH3:13][OH:14], predict the reaction product. (4) Given the reactants C([O:8][C:9]1[CH:10]=[C:11]([CH:17]2[CH2:21][N:20]([C:22]3[CH:23]=[C:24]([CH:28]=[CH:29][CH:30]=3)[C:25]([NH2:27])=[O:26])[C:19](=[O:31])[CH2:18]2)[CH:12]=[CH:13][C:14]=1[O:15][CH3:16])C1C=CC=CC=1, predict the reaction product. The product is: [OH:8][C:9]1[CH:10]=[C:11]([CH:17]2[CH2:21][N:20]([C:22]3[CH:23]=[C:24]([CH:28]=[CH:29][CH:30]=3)[C:25]([NH2:27])=[O:26])[C:19](=[O:31])[CH2:18]2)[CH:12]=[CH:13][C:14]=1[O:15][CH3:16]. (5) Given the reactants [C:1]1([CH3:17])[CH:6]=[CH:5][C:4]([S:7]([N:10]2[CH2:16][C:12]3([CH2:15][O:14][CH2:13]3)[CH2:11]2)(=[O:9])=[O:8])=[CH:3][CH:2]=1.[BrH:18].CC(O)=O, predict the reaction product. The product is: [Br:18][CH2:13][C:12]1([CH2:15][OH:14])[CH2:16][N:10]([S:7]([C:4]2[CH:5]=[CH:6][C:1]([CH3:17])=[CH:2][CH:3]=2)(=[O:9])=[O:8])[CH2:11]1. (6) Given the reactants Br[C:2]1[O:3][CH:4]=[C:5]([C:7]([NH:9][C@@H:10]([CH3:26])[CH2:11][N:12]2[CH:16]=[CH:15][C:14]([C:17]3[CH:22]=[CH:21][C:20]([C:23]#[N:24])=[C:19]([Cl:25])[CH:18]=3)=[N:13]2)=[O:8])[N:6]=1.[O:27]1[CH2:32][CH2:31][CH2:30][CH2:29][CH:28]1[N:33]1[C:37](B2OC(C)(C)C(C)(C)O2)=[CH:36][CH:35]=[N:34]1.C1COCC1.C([O-])([O-])=O.[Na+].[Na+], predict the reaction product. The product is: [Cl:25][C:19]1[CH:18]=[C:17]([C:14]2[CH:15]=[CH:16][N:12]([CH2:11][C@@H:10]([NH:9][C:7]([C:5]3[N:6]=[C:2]([C:37]4[N:33]([CH:28]5[CH2:29][CH2:30][CH2:31][CH2:32][O:27]5)[N:34]=[CH:35][CH:36]=4)[O:3][CH:4]=3)=[O:8])[CH3:26])[N:13]=2)[CH:22]=[CH:21][C:20]=1[C:23]#[N:24]. (7) Given the reactants [H-].[Na+].[CH3:3][C:4]1[C:13]([CH3:14])=[C:12]([OH:15])[C:11]2[C:6](=[CH:7][CH:8]=[C:9]([F:20])[C:10]=2[C:16]([F:19])([F:18])[F:17])[N:5]=1.C(C1C(C)=C([O:34][C:35]([CH:37]2[CH2:39][CH2:38]2)=O)C2C(=CC(F)=C(F)C=2)N=1)C.C(C1C(C)=C(OC(C2CC2)=O)C2C(=CC=C(F)C=2F)N=1)C, predict the reaction product. The product is: [CH3:3][C:4]1[C:13]([CH3:14])=[C:12]([O:15][C:35]([CH:37]2[CH2:39][CH2:38]2)=[O:34])[C:11]2[C:6](=[CH:7][CH:8]=[C:9]([F:20])[C:10]=2[C:16]([F:17])([F:19])[F:18])[N:5]=1.